From a dataset of Full USPTO retrosynthesis dataset with 1.9M reactions from patents (1976-2016). Predict the reactants needed to synthesize the given product. (1) Given the product [F:15][C:16]1[CH:22]=[CH:21][C:19]([NH:20][C:9]([C:4]2[CH:3]=[CH:2][NH:1][N:5]=2)=[O:10])=[C:18]([C:23]([F:24])([F:25])[F:26])[CH:17]=1, predict the reactants needed to synthesize it. The reactants are: [N:1]1[N:5]2[C:9](=[O:10])[C:4]3[N:5]([N:1]=[CH:2][CH:3]=3)[C:9](=[O:10])[C:4]2=[CH:3][CH:2]=1.[F:15][C:16]1[CH:22]=[CH:21][C:19]([NH2:20])=[C:18]([C:23]([F:26])([F:25])[F:24])[CH:17]=1.C(O)C. (2) The reactants are: Cl.[C:2]([C:5]1[CH2:10][NH:9][CH2:8][CH2:7][CH:6]=1)(=[O:4])[NH2:3]. Given the product [C:2]([C:5]1[CH2:10][NH:9][CH2:8][CH2:7][CH:6]=1)(=[O:4])[NH2:3], predict the reactants needed to synthesize it. (3) The reactants are: Br[C:2]1[N:6]2[CH:7]=[CH:8][N:9]=[C:10]([NH:11][CH2:12][CH2:13][OH:14])[C:5]2=[N:4][CH:3]=1.CS[C:17]1[N:22]=[C:21]([Sn](CCCC)(CCCC)CCCC)[CH:20]=[CH:19][N:18]=1.[NH2:36][CH:37]1[CH2:42][CH2:41][O:40][CH2:39][CH2:38]1. Given the product [O:40]1[CH2:41][CH2:42][CH:37]([NH:36][C:17]2[N:18]=[C:19]([C:2]3[N:6]4[CH:7]=[CH:8][N:9]=[C:10]([NH:11][CH2:12][CH2:13][OH:14])[C:5]4=[N:4][CH:3]=3)[CH:20]=[CH:21][N:22]=2)[CH2:38][CH2:39]1, predict the reactants needed to synthesize it. (4) Given the product [F:23][C:21]1[C:20]([N:42]2[CH2:41][CH2:40][N:39]([C:36]3[CH:35]=[CH:34][C:33]([F:32])=[CH:38][CH:37]=3)[CH2:44][CH2:43]2)=[C:19]([F:25])[C:16]2=[N:17][C:18]3[N:9]([C:3]4[CH:4]=[CH:5][C:6]([F:8])=[CH:7][C:2]=4[F:1])[CH:10]=[C:11]([C:27]([O:29][CH2:30][CH3:31])=[O:28])[C:12](=[O:26])[C:13]=3[CH:14]=[C:15]2[CH:22]=1, predict the reactants needed to synthesize it. The reactants are: [F:1][C:2]1[CH:7]=[C:6]([F:8])[CH:5]=[CH:4][C:3]=1[N:9]1[C:18]2[N:17]=[C:16]3[C:19]([F:25])=[C:20](F)[C:21]([F:23])=[CH:22][C:15]3=[CH:14][C:13]=2[C:12](=[O:26])[C:11]([C:27]([O:29][CH2:30][CH3:31])=[O:28])=[CH:10]1.[F:32][C:33]1[CH:38]=[CH:37][C:36]([N:39]2[CH2:44][CH2:43][NH:42][CH2:41][CH2:40]2)=[CH:35][CH:34]=1.O. (5) Given the product [CH3:19][N:17]1[C:16]2[CH:20]=[CH:21][S:22][C:15]=2[C:14]([N:11]2[CH2:10][CH2:9][NH:8][CH2:13][CH2:12]2)=[N:18]1, predict the reactants needed to synthesize it. The reactants are: C([N:8]1[CH2:13][CH2:12][N:11]([C:14]2[C:15]3[S:22][CH:21]=[CH:20][C:16]=3[N:17]([CH3:19])[N:18]=2)[CH2:10][CH2:9]1)C1C=CC=CC=1.ClCCOC(Cl)=O. (6) Given the product [CH2:33]([N:35]1[C:43]2[C:38](=[C:39]([F:44])[CH:40]=[CH:41][CH:42]=2)[CH:37]=[C:36]1[C:45]([N:29]1[CH2:30][CH2:31][CH2:32][C@@H:27]([C:18]2[C:19]([N:21]([CH3:26])[S:22]([CH3:25])(=[O:24])=[O:23])=[CH:20][C:10]3[O:9][C:8]([C:5]4[CH:6]=[CH:7][C:2]([F:1])=[CH:3][CH:4]=4)=[C:12]([C:13]([NH:15][CH3:16])=[O:14])[C:11]=3[CH:17]=2)[CH2:28]1)=[O:46])[CH3:34], predict the reactants needed to synthesize it. The reactants are: [F:1][C:2]1[CH:7]=[CH:6][C:5]([C:8]2[O:9][C:10]3[CH:20]=[C:19]([N:21]([CH3:26])[S:22]([CH3:25])(=[O:24])=[O:23])[C:18]([C@@H:27]4[CH2:32][CH2:31][CH2:30][NH:29][CH2:28]4)=[CH:17][C:11]=3[C:12]=2[C:13]([NH:15][CH3:16])=[O:14])=[CH:4][CH:3]=1.[CH2:33]([N:35]1[C:43]2[C:38](=[C:39]([F:44])[CH:40]=[CH:41][CH:42]=2)[CH:37]=[C:36]1[C:45](O)=[O:46])[CH3:34].C(N(CC)C(C)C)(C)C.CN(C)CCCN=C=NCC.